This data is from Forward reaction prediction with 1.9M reactions from USPTO patents (1976-2016). The task is: Predict the product of the given reaction. (1) Given the reactants Br[C:2]1[CH:3]=[C:4]2[CH:10]=[CH:9][N:8]([CH2:11][O:12][CH2:13][CH2:14][Si:15]([CH3:18])([CH3:17])[CH3:16])[C:5]2=[N:6][CH:7]=1.[NH:19]1[CH2:24][CH2:23][O:22][CH2:21][CH2:20]1.CC1(C)C2C(=C(P(C3C=CC=CC=3)C3C=CC=CC=3)C=CC=2)OC2C(P(C3C=CC=CC=3)C3C=CC=CC=3)=CC=CC1=2.C(O[Na])(C)(C)C, predict the reaction product. The product is: [N:19]1([C:2]2[CH:3]=[C:4]3[CH:10]=[CH:9][N:8]([CH2:11][O:12][CH2:13][CH2:14][Si:15]([CH3:18])([CH3:17])[CH3:16])[C:5]3=[N:6][CH:7]=2)[CH2:24][CH2:23][O:22][CH2:21][CH2:20]1. (2) Given the reactants C[O-].[Na+].[C:4]([CH2:6][N:7]([CH3:22])[C:8]([C:10]1[CH:19]=[CH:18][C:17]([O:20][CH3:21])=[CH:16][C:11]=1[C:12](OC)=[O:13])=[O:9])#[N:5], predict the reaction product. The product is: [OH:13][C:12]1[C:11]2[C:10](=[CH:19][CH:18]=[C:17]([O:20][CH3:21])[CH:16]=2)[C:8](=[O:9])[N:7]([CH3:22])[C:6]=1[C:4]#[N:5]. (3) Given the reactants [CH:1]1[C:11]2[CH:10]=[CH:9][C:8]3[CH:12]=[CH:13][CH:14]=[CH:15][C:7]=3[C:6](=[C:16]3[CH2:21][CH2:20][N:19]([C:22](=[O:36])[CH2:23][N:24]([CH2:32][CH:33]([CH3:35])[CH3:34])C(=O)OC(C)(C)C)[CH2:18][CH2:17]3)[C:5]=2[CH:4]=[CH:3][CH:2]=1.[ClH:37].O1CCOCC1.C(=O)([O-])O.[Na+], predict the reaction product. The product is: [ClH:37].[CH:12]1[C:8]2[CH:9]=[CH:10][C:11]3[CH:1]=[CH:2][CH:3]=[CH:4][C:5]=3[C:6](=[C:16]3[CH2:17][CH2:18][N:19]([C:22](=[O:36])[CH2:23][NH:24][CH2:32][CH:33]([CH3:34])[CH3:35])[CH2:20][CH2:21]3)[C:7]=2[CH:15]=[CH:14][CH:13]=1. (4) Given the reactants [F:1][C:2]([F:20])([F:19])[C:3]1[C:7]2[CH2:8][N:9]([C:12]([O:14][C:15]([CH3:18])([CH3:17])[CH3:16])=[O:13])[CH2:10][CH2:11][C:6]=2[NH:5][N:4]=1.Cl[CH2:22][C:23]([NH:25][C:26]1[S:27][C:28]2[CH2:37][CH2:36][CH2:35][CH2:34][C:29]=2[C:30]=1[C:31]([NH2:33])=[O:32])=[O:24].C(=O)([O-])[O-].[K+].[K+].CN(C=O)C, predict the reaction product. The product is: [C:31]([C:30]1[C:29]2[CH2:34][CH2:35][CH2:36][CH2:37][C:28]=2[S:27][C:26]=1[NH:25][C:23](=[O:24])[CH2:22][N:5]1[C:6]2[CH2:11][CH2:10][N:9]([C:12]([O:14][C:15]([CH3:16])([CH3:17])[CH3:18])=[O:13])[CH2:8][C:7]=2[C:3]([C:2]([F:1])([F:19])[F:20])=[N:4]1)(=[O:32])[NH2:33]. (5) Given the reactants [OH:1][CH:2]([C:25]1[C:34]2[C:29](=[CH:30][CH:31]=[C:32]([O:35][CH3:36])[CH:33]=2)[N:28]=[CH:27][CH:26]=1)[CH2:3][CH2:4][C@@H:5]1[CH2:10][CH2:9][N:8]([CH:11]2[CH2:14][N:13]([C:15]3[CH:20]=[CH:19][CH:18]=[CH:17][N:16]=3)[CH2:12]2)[CH2:7][C@@H:6]1[C:21]([O:23]C)=[O:22].[Li+].[OH-].C1COCC1.Cl, predict the reaction product. The product is: [OH:1][CH:2]([C:25]1[C:34]2[C:29](=[CH:30][CH:31]=[C:32]([O:35][CH3:36])[CH:33]=2)[N:28]=[CH:27][CH:26]=1)[CH2:3][CH2:4][C@@H:5]1[CH2:10][CH2:9][N:8]([CH:11]2[CH2:12][N:13]([C:15]3[CH:20]=[CH:19][CH:18]=[CH:17][N:16]=3)[CH2:14]2)[CH2:7][C@@H:6]1[C:21]([OH:23])=[O:22]. (6) Given the reactants [C:1]([C:3](=[C:8]([NH:11][C:12]1[CH:13]=[N:14][CH:15]=[CH:16][C:17]=1[CH3:18])SC)[C:4]([O:6]C)=O)#[N:2].Cl.[CH:20]1([CH2:25][C:26]([NH2:28])=[NH:27])[CH2:24][CH2:23][CH2:22][CH2:21]1.C(=O)([O-])[O-].[K+].[K+], predict the reaction product. The product is: [CH:20]1([CH2:25][C:26]2[NH:28][C:4](=[O:6])[C:3]([C:1]#[N:2])=[C:8]([NH:11][C:12]3[CH:13]=[N:14][CH:15]=[CH:16][C:17]=3[CH3:18])[N:27]=2)[CH2:24][CH2:23][CH2:22][CH2:21]1. (7) Given the reactants Cl[CH2:2][CH2:3][C@@H:4]([O:11][C:12]1[CH:13]=[C:14]([C:18](=[O:20])[CH3:19])[CH:15]=[CH:16][CH:17]=1)[C:5]1[CH:10]=[CH:9][CH:8]=[CH:7][CH:6]=1.[CH3:21][CH:22]([CH3:38])[C:23]([NH:25][C:26]1[CH:31]=[CH:30][CH:29]=[C:28]([CH:32]2[CH2:37][CH2:36][NH:35][CH2:34][CH2:33]2)[CH:27]=1)=[O:24].[Na+].[I-].C([O-])([O-])=O.[K+].[K+], predict the reaction product. The product is: [C:18]([C:14]1[CH:13]=[C:12]([CH:17]=[CH:16][CH:15]=1)[O:11][C@@H:4]([C:5]1[CH:10]=[CH:9][CH:8]=[CH:7][CH:6]=1)[CH2:3][CH2:2][N:35]1[CH2:36][CH2:37][CH:32]([C:28]2[CH:27]=[C:26]([NH:25][C:23](=[O:24])[CH:22]([CH3:21])[CH3:38])[CH:31]=[CH:30][CH:29]=2)[CH2:33][CH2:34]1)(=[O:20])[CH3:19].